Dataset: Forward reaction prediction with 1.9M reactions from USPTO patents (1976-2016). Task: Predict the product of the given reaction. (1) Given the reactants [O-]CC.[Ga+3:4].[O-]CC.[O-]CC.[CH3:11][O:12][CH2:13][CH2:14][O:15][CH2:16][C:17]([O:19]C(=O)COCCOC)=[O:18].COCCOCC(O)=O.C(OC(=O)C)(=O)C.[Ga], predict the reaction product. The product is: [Ga+3:4].[CH3:11][O:12][CH2:13][CH2:14][O:15][CH2:16][C:17]([O-:19])=[O:18]. (2) The product is: [CH3:1][C:2]1([CH3:25])[CH2:11][CH2:10][C:9]([CH3:12])([CH3:13])[C:8]2[CH:7]=[C:6]([C:14]3[N:18]=[C:17]([N:19]4[CH2:20][CH2:21][N:22]([CH2:33][CH2:32][CH2:31][CH2:30][OH:29])[CH2:23][CH2:24]4)[O:16][N:15]=3)[CH:5]=[CH:4][C:3]1=2. Given the reactants [CH3:1][C:2]1([CH3:25])[CH2:11][CH2:10][C:9]([CH3:13])([CH3:12])[C:8]2[CH:7]=[C:6]([C:14]3[N:18]=[C:17]([N:19]4[CH2:24][CH2:23][NH:22][CH2:21][CH2:20]4)[O:16][N:15]=3)[CH:5]=[CH:4][C:3]1=2.C([O:29][CH2:30][CH2:31][CH2:32][CH2:33]Br)(=O)C.[OH-].[Na+], predict the reaction product. (3) Given the reactants [F:1][C:2]1[CH:7]=[CH:6][C:5]([Mg]Br)=[CH:4][CH:3]=1.[CH:10]([N:23]1[CH2:26][C:25](=[O:27])[CH2:24]1)([C:17]1[CH:22]=[CH:21][CH:20]=[CH:19][CH:18]=1)[C:11]1[CH:16]=[CH:15][CH:14]=[CH:13][CH:12]=1.C(=O)(O)[O-].[Na+], predict the reaction product. The product is: [CH:10]([N:23]1[CH2:26][C:25]([C:5]2[CH:6]=[CH:7][C:2]([F:1])=[CH:3][CH:4]=2)([OH:27])[CH2:24]1)([C:17]1[CH:22]=[CH:21][CH:20]=[CH:19][CH:18]=1)[C:11]1[CH:12]=[CH:13][CH:14]=[CH:15][CH:16]=1. (4) Given the reactants [C:1]([C:5]1[CH:9]=[C:8]([O:10][CH2:11][C:12]2[CH:17]=[CH:16][CH:15]=[C:14]([CH3:18])[N:13]=2)[N:7]([CH2:19][C:20]2[CH:25]=[CH:24][C:23]([CH2:26][OH:27])=[CH:22][CH:21]=2)[N:6]=1)([CH3:4])([CH3:3])[CH3:2].[F:28][C:29]1[CH:34]=[C:33](O)[CH:32]=[CH:31][C:30]=1[CH2:36][CH2:37][C:38]([O:40][CH2:41][CH3:42])=[O:39].C(P(CCCC)CCCC)CCC.N(C(N1CCCCC1)=O)=NC(N1CCCCC1)=O, predict the reaction product. The product is: [C:1]([C:5]1[CH:9]=[C:8]([O:10][CH2:11][C:12]2[CH:17]=[CH:16][CH:15]=[C:14]([CH3:18])[N:13]=2)[N:7]([CH2:19][C:20]2[CH:25]=[CH:24][C:23]([CH2:26][O:27][C:33]3[CH:32]=[CH:31][C:30]([CH2:36][CH2:37][C:38]([O:40][CH2:41][CH3:42])=[O:39])=[C:29]([F:28])[CH:34]=3)=[CH:22][CH:21]=2)[N:6]=1)([CH3:4])([CH3:2])[CH3:3].